Dataset: Forward reaction prediction with 1.9M reactions from USPTO patents (1976-2016). Task: Predict the product of the given reaction. (1) Given the reactants ClC1C=CC(OC2C=C(F)C(S(=O)(=O)N(CC3C=CC(OC)=CC=3OC)C3SN=CN=3)=CC=2F)=C(C2C=CC3ON=C(N(C(OC(C)(C)C)=O)C(OC(C)(C)C)=O)C=3C=2)C=1.[Cl:61][C:62]1[CH:63]=[CH:64][C:65]([O:92][C:93]2[CH:98]=[C:97]([F:99])[C:96]([S:100](=[O:108])(=[O:107])[NH:101][C:102]3[N:103]=[CH:104][S:105][CH:106]=3)=[CH:95][C:94]=2[Cl:109])=[C:66]([C:68]2[CH:69]=[CH:70][C:71]3[O:75][N:74]=[C:73]([N:76](C(OC(C)(C)C)=O)C(OC(C)(C)C)=O)[C:72]=3[CH:91]=2)[CH:67]=1, predict the reaction product. The product is: [NH2:76][C:73]1[C:72]2[CH:91]=[C:68]([C:66]3[CH:67]=[C:62]([Cl:61])[CH:63]=[CH:64][C:65]=3[O:92][C:93]3[C:94]([Cl:109])=[CH:95][C:96]([S:100]([NH:101][C:102]4[N:103]=[CH:104][S:105][CH:106]=4)(=[O:107])=[O:108])=[C:97]([F:99])[CH:98]=3)[CH:69]=[CH:70][C:71]=2[O:75][N:74]=1. (2) Given the reactants [CH3:1][O:2][CH2:3][CH2:4][N:5]([CH3:25])[C:6]([NH:8][NH:9][C:10]1[N:20]=[C:19]([C:21]([F:24])([F:23])[F:22])[CH:18]=[CH:17][C:11]=1[C:12]([O:14][CH2:15][CH3:16])=[O:13])=O.P(Cl)(Cl)(Cl)=O.C(=O)([O-])O.[Na+], predict the reaction product. The product is: [CH3:1][O:2][CH2:3][CH2:4][N:5]([CH3:25])[C:6]1[N:20]2[C:19]([C:21]([F:24])([F:23])[F:22])=[CH:18][CH:17]=[C:11]([C:12]([O:14][CH2:15][CH3:16])=[O:13])[C:10]2=[N:9][N:8]=1. (3) Given the reactants [OH-].[K+].[CH3:3]C1C=CC(S(N(N=O)C)(=O)=O)=CC=1.C(O)CO.CCOCC.[NH:26]1[C:30]2[CH:31]=[C:32]([N:35]3[CH:39]([CH:40]4[CH2:45][CH2:44][N:43]([C:46]5[CH:51]=[CH:50][CH:49]=[CH:48][CH:47]=5)[CH2:42][CH2:41]4)[C:38]([CH3:52])=[C:37]([OH:53])[C:36]3=[O:54])[CH:33]=[CH:34][C:29]=2[N:28]=[CH:27]1, predict the reaction product. The product is: [NH:26]1[C:30]2[CH:31]=[C:32]([N:35]3[CH:39]([CH:40]4[CH2:45][CH2:44][N:43]([C:46]5[CH:47]=[CH:48][CH:49]=[CH:50][CH:51]=5)[CH2:42][CH2:41]4)[C:38]([CH3:52])=[C:37]([O:53][CH3:3])[C:36]3=[O:54])[CH:33]=[CH:34][C:29]=2[N:28]=[CH:27]1.